Dataset: NCI-60 drug combinations with 297,098 pairs across 59 cell lines. Task: Regression. Given two drug SMILES strings and cell line genomic features, predict the synergy score measuring deviation from expected non-interaction effect. (1) Drug 1: CC1C(C(CC(O1)OC2CC(CC3=C2C(=C4C(=C3O)C(=O)C5=C(C4=O)C(=CC=C5)OC)O)(C(=O)C)O)N)O.Cl. Drug 2: C1CCC(C(C1)N)N.C(=O)(C(=O)[O-])[O-].[Pt+4]. Cell line: HCT116. Synergy scores: CSS=46.2, Synergy_ZIP=3.14, Synergy_Bliss=3.86, Synergy_Loewe=4.18, Synergy_HSA=7.07. (2) Drug 1: CN1CCC(CC1)COC2=C(C=C3C(=C2)N=CN=C3NC4=C(C=C(C=C4)Br)F)OC. Synergy scores: CSS=9.37, Synergy_ZIP=-2.40, Synergy_Bliss=-0.721, Synergy_Loewe=-7.58, Synergy_HSA=-0.885. Drug 2: C1=CN(C=N1)CC(O)(P(=O)(O)O)P(=O)(O)O. Cell line: SN12C. (3) Drug 1: CCC1=C2CN3C(=CC4=C(C3=O)COC(=O)C4(CC)O)C2=NC5=C1C=C(C=C5)O. Drug 2: C1=CC=C(C(=C1)C(C2=CC=C(C=C2)Cl)C(Cl)Cl)Cl. Cell line: SNB-75. Synergy scores: CSS=33.3, Synergy_ZIP=-2.00, Synergy_Bliss=3.31, Synergy_Loewe=-79.4, Synergy_HSA=2.03.